This data is from Forward reaction prediction with 1.9M reactions from USPTO patents (1976-2016). The task is: Predict the product of the given reaction. (1) Given the reactants [CH3:1][S:2]([C:4]1[CH:9]=[CH:8][CH:7]=[CH:6][C:5]=1[NH:10][C:11](=O)[CH3:12])=[O:3].OS(O)(=O)=O.[N-:19]=[N+]=[N-].[Na+].[OH-].[Na+], predict the reaction product. The product is: [CH3:1][S:2]1(=[O:3])[C:4]2[CH:9]=[CH:8][CH:7]=[CH:6][C:5]=2[N:10]=[C:11]([CH3:12])[N:19]=1. (2) Given the reactants [Br:1][C:2]1[C:3]([Cl:9])=[CH:4][C:5](N)=[N:6][CH:7]=1.S(=O)(=O)(O)[OH:11].N([O-])=O.[Na+].O, predict the reaction product. The product is: [Br:1][C:2]1[C:3]([Cl:9])=[CH:4][C:5]([OH:11])=[N:6][CH:7]=1. (3) The product is: [N+:12]([C:15]1[CH:16]=[CH:17][C:18]([NH:21][C:22]([NH:1][C:2]2[CH:3]=[C:4]3[C:9](=[CH:10][CH:11]=2)[N:8]=[CH:7][CH:6]=[CH:5]3)=[O:23])=[CH:19][CH:20]=1)([O-:14])=[O:13]. Given the reactants [NH2:1][C:2]1[CH:3]=[C:4]2[C:9](=[CH:10][CH:11]=1)[N:8]=[CH:7][CH:6]=[CH:5]2.[N+:12]([C:15]1[CH:20]=[CH:19][C:18]([N:21]=[C:22]=[O:23])=[CH:17][CH:16]=1)([O-:14])=[O:13], predict the reaction product.